This data is from Forward reaction prediction with 1.9M reactions from USPTO patents (1976-2016). The task is: Predict the product of the given reaction. (1) Given the reactants [OH:1][C:2]1[CH:3]=[C:4]([CH:9]=[CH:10][CH:11]=1)[C:5]([O:7][CH3:8])=[O:6].Cl[C:13]([CH3:17])([CH3:16])[C:14]#[CH:15].N12CCCN=C1CCCCC2.O, predict the reaction product. The product is: [CH3:16][C:13]([O:1][C:2]1[CH:3]=[C:4]([CH:9]=[CH:10][CH:11]=1)[C:5]([O:7][CH3:8])=[O:6])([CH3:17])[C:14]#[CH:15]. (2) Given the reactants [NH2:1][C:2]([NH2:4])=[S:3].Br[CH:6]([CH2:9][CH2:10][N:11]1[C:19](=[O:20])[C:18]2[C:13](=[CH:14][CH:15]=[CH:16][CH:17]=2)[C:12]1=[O:21])[CH:7]=O, predict the reaction product. The product is: [NH2:1][C:2]1[S:3][C:6]([CH2:9][CH2:10][N:11]2[C:19](=[O:20])[C:18]3[C:13](=[CH:14][CH:15]=[CH:16][CH:17]=3)[C:12]2=[O:21])=[CH:7][N:4]=1.